Dataset: Peptide-MHC class I binding affinity with 185,985 pairs from IEDB/IMGT. Task: Regression. Given a peptide amino acid sequence and an MHC pseudo amino acid sequence, predict their binding affinity value. This is MHC class I binding data. (1) The peptide sequence is WAPEGDIRL. The MHC is HLA-B44:02 with pseudo-sequence HLA-B44:02. The binding affinity (normalized) is 0.0847. (2) The peptide sequence is ACPDNLLRL. The MHC is HLA-C14:02 with pseudo-sequence HLA-C14:02. The binding affinity (normalized) is 0.353. (3) The binding affinity (normalized) is 0. The MHC is H-2-Db with pseudo-sequence H-2-Db. The peptide sequence is CTVKYPNL. (4) The peptide sequence is KTMGSCIQM. The MHC is HLA-A30:01 with pseudo-sequence HLA-A30:01. The binding affinity (normalized) is 0.634.